This data is from Catalyst prediction with 721,799 reactions and 888 catalyst types from USPTO. The task is: Predict which catalyst facilitates the given reaction. (1) The catalyst class is: 1. Product: [OH:22][C:8]1[CH:7]=[C:6]([CH:4]=[O:5])[C:14]2[O:13][C:12]([C:15]3[CH:16]=[CH:17][C:18]([OH:21])=[CH:19][CH:20]=3)=[CH:11][C:10]=2[CH:9]=1. Reactant: CON(C)[C:4]([C:6]1[C:14]2[O:13][C:12]([C:15]3[CH:20]=[CH:19][C:18]([OH:21])=[CH:17][CH:16]=3)=[CH:11][C:10]=2[CH:9]=[C:8]([OH:22])[CH:7]=1)=[O:5].[H-].[H-].[H-].[H-].[Li+].[Al+3]. (2) Reactant: [CH3:1][C:2]1([CH3:18])[CH2:10][C:9]2[C:4](=[CH:5][CH:6]=[CH:7][C:8]=2[CH2:11][CH:12]([CH3:16])[C:13]([OH:15])=[O:14])[C:3]1=O.[OH-].[K+].O.NN. Product: [CH3:1][C:2]1([CH3:18])[CH2:10][C:9]2[C:4](=[CH:5][CH:6]=[CH:7][C:8]=2[CH2:11][CH:12]([CH3:16])[C:13]([OH:15])=[O:14])[CH2:3]1. The catalyst class is: 196.